Dataset: Forward reaction prediction with 1.9M reactions from USPTO patents (1976-2016). Task: Predict the product of the given reaction. (1) Given the reactants [C:1]1(=[O:7])[O:6][C:4](=[O:5])[CH2:3][CH2:2]1.[CH3:8][N:9]([CH3:34])[CH2:10][CH:11]([OH:33])[CH2:12][CH2:13][O:14][CH2:15][CH2:16][CH2:17][CH2:18][CH2:19][CH2:20][CH2:21][CH2:22]/[CH:23]=[CH:24]\[CH2:25]/[CH:26]=[CH:27]\[CH2:28][CH2:29][CH2:30][CH2:31][CH3:32], predict the reaction product. The product is: [CH3:34][N:9]([CH3:8])[CH2:10][CH:11]([O:33][C:4](=[O:5])[CH2:3][CH2:2][C:1]([OH:6])=[O:7])[CH2:12][CH2:13][O:14][CH2:15][CH2:16][CH2:17][CH2:18][CH2:19][CH2:20][CH2:21][CH2:22]/[CH:23]=[CH:24]\[CH2:25]/[CH:26]=[CH:27]\[CH2:28][CH2:29][CH2:30][CH2:31][CH3:32]. (2) Given the reactants [CH2:1]([O:3][C:4]([CH2:6][CH2:7][CH2:8][N:9]1[CH2:14][CH2:13][N:12]2[N:15]=[C:16]([C:18]([OH:20])=O)[CH:17]=[C:11]2[C:10]1=[O:21])=[O:5])[CH3:2].C(N(C(C)C)CC)(C)C.[B-](F)(F)(F)F.CN(C(ON1N=NC2C1=CC=CC=2)=[N+](C)C)C.N(C(CCN1CCN2N=C(C([NH:72][CH2:73][C@H:74]([NH:82][C:83]([O:85][CH2:86][C:87]3[CH:92]=[CH:91][CH:90]=[CH:89][CH:88]=3)=[O:84])[C:75]([O:77][C:78]([CH3:81])([CH3:80])[CH3:79])=[O:76])=O)C=C2C1=O)=O)C(N)=N, predict the reaction product. The product is: [CH2:1]([O:3][C:4]([CH2:6][CH2:7][CH2:8][N:9]1[CH2:14][CH2:13][N:12]2[N:15]=[C:16]([C:18]([NH:72][CH2:73][C@H:74]([NH:82][C:83]([O:85][CH2:86][C:87]3[CH:88]=[CH:89][CH:90]=[CH:91][CH:92]=3)=[O:84])[C:75]([O:77][C:78]([CH3:80])([CH3:81])[CH3:79])=[O:76])=[O:20])[CH:17]=[C:11]2[C:10]1=[O:21])=[O:5])[CH3:2].